Dataset: Catalyst prediction with 721,799 reactions and 888 catalyst types from USPTO. Task: Predict which catalyst facilitates the given reaction. (1) Reactant: [C:1]([NH2:9])(=[O:8])[C:2]1[CH:7]=[CH:6][CH:5]=[CH:4][CH:3]=1.[NH:10]1[CH2:15][CH2:14][O:13][CH2:12][CH2:11]1.[CH2:16]=O. Product: [N:10]1([CH2:16][NH:9][C:1](=[O:8])[C:2]2[CH:7]=[CH:6][CH:5]=[CH:4][CH:3]=2)[CH2:15][CH2:14][O:13][CH2:12][CH2:11]1. The catalyst class is: 5. (2) Reactant: Cl[CH2:2][CH2:3][C:4]1[CH:5]=[C:6]2[C:10](=[CH:11][CH:12]=1)[NH:9][C:8](=[O:13])[CH2:7]2.[NH:14]1[CH2:19][CH2:18][O:17][CH2:16][CH2:15]1.C(N(C(C)C)CC)(C)C.O. Product: [N:14]1([CH2:2][CH2:3][C:4]2[CH:5]=[C:6]3[C:10](=[CH:11][CH:12]=2)[NH:9][C:8](=[O:13])[CH2:7]3)[CH2:19][CH2:18][O:17][CH2:16][CH2:15]1. The catalyst class is: 16.